From a dataset of Catalyst prediction with 721,799 reactions and 888 catalyst types from USPTO. Predict which catalyst facilitates the given reaction. (1) Reactant: Br[CH2:2][CH2:3][O:4][C:5]1[CH:10]=[CH:9][C:8]([N:11]2[CH:15]=[CH:14][N:13]([C:16]3[CH:21]=[CH:20][C:19]([O:22][C:23]4[CH:28]=[CH:27][CH:26]=[CH:25][CH:24]=4)=[CH:18][CH:17]=3)[C:12]2=[O:29])=[CH:7][CH:6]=1.[NH3:30].[I-].[Na+]. Product: [NH2:30][CH2:2][CH2:3][O:4][C:5]1[CH:10]=[CH:9][C:8]([N:11]2[CH:15]=[CH:14][N:13]([C:16]3[CH:21]=[CH:20][C:19]([O:22][C:23]4[CH:28]=[CH:27][CH:26]=[CH:25][CH:24]=4)=[CH:18][CH:17]=3)[C:12]2=[O:29])=[CH:7][CH:6]=1. The catalyst class is: 10. (2) Reactant: [C:1]([C:5]1[CH:6]=[C:7]([NH:16][C:17]([NH:19][C:20]2[C:29]3[C:24](=[CH:25][CH:26]=[CH:27][CH:28]=3)[C:23]([O:30][C:31]3[CH:36]=[CH:35][N:34]=[C:33]([NH:37][C:38]4[CH:43]=[C:42]([O:44][CH2:45][CH2:46][O:47][CH2:48][CH2:49][O:50][CH2:51][CH2:52][O:53][CH3:54])[CH:41]=[C:40]([O:55][CH3:56])[CH:39]=4)[N:32]=3)=[CH:22][CH:21]=2)=[O:18])[C:8]([O:14][CH3:15])=[C:9]([CH:13]=1)[C:10]([OH:12])=O)([CH3:4])([CH3:3])[CH3:2].[CH2:57]([NH2:59])[CH3:58].C(N(CC)CC)C.C(P1(=O)OP(CCC)(=O)OP(CCC)(=O)O1)CC.CCOC(C)=O. Product: [C:1]([C:5]1[CH:6]=[C:7]([NH:16][C:17]([NH:19][C:20]2[C:29]3[C:24](=[CH:25][CH:26]=[CH:27][CH:28]=3)[C:23]([O:30][C:31]3[CH:36]=[CH:35][N:34]=[C:33]([NH:37][C:38]4[CH:43]=[C:42]([O:44][CH2:45][CH2:46][O:47][CH2:48][CH2:49][O:50][CH2:51][CH2:52][O:53][CH3:54])[CH:41]=[C:40]([O:55][CH3:56])[CH:39]=4)[N:32]=3)=[CH:22][CH:21]=2)=[O:18])[C:8]([O:14][CH3:15])=[C:9]([CH:13]=1)[C:10]([NH:59][CH2:57][CH3:58])=[O:12])([CH3:2])([CH3:4])[CH3:3]. The catalyst class is: 2. (3) Reactant: [CH:1]([N:4]1[CH2:9][CH2:8][CH:7]([NH2:10])[CH2:6][CH2:5]1)([CH3:3])[CH3:2].CCN(C(C)C)C(C)C.CN(C(ON1N=NC2C=CC=NC1=2)=[N+](C)C)C.F[P-](F)(F)(F)(F)F.[C:44]1([C:50]2[NH:54][C:53]([C:55](O)=[O:56])=[CH:52][CH:51]=2)[CH:49]=[CH:48][CH:47]=[CH:46][CH:45]=1. Product: [CH:1]([N:4]1[CH2:9][CH2:8][CH:7]([NH:10][C:55]([C:53]2[NH:54][C:50]([C:44]3[CH:45]=[CH:46][CH:47]=[CH:48][CH:49]=3)=[CH:51][CH:52]=2)=[O:56])[CH2:6][CH2:5]1)([CH3:3])[CH3:2]. The catalyst class is: 2.